Dataset: Reaction yield outcomes from USPTO patents with 853,638 reactions. Task: Predict the reaction yield, written as a fraction of the theoretical maximum amount of product (1.0 means a 100% yield; for example, 0.34 means a 34% yield). (1) The reactants are [CH2:1]([O:3][C:4]([C:6]1[S:7][C:8]([NH2:14])=[C:9](CC)[C:10]=1[CH3:11])=[O:5])[CH3:2].[Cl:15][CH2:16][CH2:17][N:18]=[C:19]=[O:20]. The catalyst is C(#N)C. The product is [Cl:15][CH2:16][CH2:17][NH:18][C:19](=[O:20])[NH:14][C:8]1[S:7][C:6]([C:4]([O:3][CH2:1][CH3:2])=[O:5])=[C:10]([CH3:11])[CH:9]=1. The yield is 0.820. (2) The reactants are [CH:1]1([N:4]2[CH2:9][CH2:8][C:7](=[O:10])[CH2:6][CH2:5]2)[CH2:3][CH2:2]1.[BH4-].[Na+]. The catalyst is C(O)C. The product is [CH:1]1([N:4]2[CH2:9][CH2:8][CH:7]([OH:10])[CH2:6][CH2:5]2)[CH2:3][CH2:2]1. The yield is 0.950.